Dataset: Forward reaction prediction with 1.9M reactions from USPTO patents (1976-2016). Task: Predict the product of the given reaction. (1) Given the reactants [C:1]([CH:3]1[CH2:8][CH2:7][NH:6][CH2:5][CH2:4]1)#[N:2].[CH2:9]([O:11][C:12]([N:14]1[CH2:20][CH2:19][CH2:18][C:17](=O)[CH2:16][CH2:15]1)=[O:13])[CH3:10].C([BH3-])#N.[Na+], predict the reaction product. The product is: [C:1]([CH:3]1[CH2:8][CH2:7][N:6]([CH:17]2[CH2:18][CH2:19][CH2:20][N:14]([C:12]([O:11][CH2:9][CH3:10])=[O:13])[CH2:15][CH2:16]2)[CH2:5][CH2:4]1)#[N:2]. (2) Given the reactants [I-].C[N+]1[CH:7]=[CH:6][N:5]([C:8](/[N:10]=[C:11]2\[S:12][C:13]([CH3:26])=[CH:14][N:15]\2[C:16]2[CH:21]=[CH:20][C:19]([C:22]([F:25])([F:24])[F:23])=[CH:18][CH:17]=2)=[O:9])[CH:4]=1.C(N(C(C)C)CC)(C)C.N1C2[C:39](=[CH:40][CH:41]=CC=2)[CH2:38][CH2:37]1, predict the reaction product. The product is: [CH3:26][C:13]1[S:12]/[C:11](=[N:10]\[C:8]([N:5]2[C:4]3[C:37](=[CH:38][CH:39]=[CH:40][CH:41]=3)[CH2:7][CH2:6]2)=[O:9])/[N:15]([C:16]2[CH:21]=[CH:20][C:19]([C:22]([F:25])([F:24])[F:23])=[CH:18][CH:17]=2)[CH:14]=1. (3) Given the reactants [CH3:1][O:2][C:3]1[CH:4]=[C:5]([NH:11][C:12]2[C:17]([C:18]3[NH:19][C:20]([NH:23][C:24]4[CH:29]=[CH:28][CH:27]=[C:26]([NH2:30])[CH:25]=4)=[N:21][N:22]=3)=[CH:16][CH:15]=[CH:14][N:13]=2)[CH:6]=[C:7]([O:9][CH3:10])[CH:8]=1.[O:31]1[C:35]2[CH:36]=[CH:37][C:38]([CH:40]=O)=[CH:39][C:34]=2[O:33][CH2:32]1.C(O[BH-](OC(=O)C)OC(=O)C)(=O)C.[Na+].C(O)(=O)C, predict the reaction product. The product is: [O:31]1[C:35]2[CH:36]=[CH:37][C:38]([CH2:40][NH:30][C:26]3[CH:27]=[CH:28][CH:29]=[C:24]([NH:23][C:20]4[NH:19][C:18]([C:17]5[C:12]([NH:11][C:5]6[CH:6]=[C:7]([O:9][CH3:10])[CH:8]=[C:3]([O:2][CH3:1])[CH:4]=6)=[N:13][CH:14]=[CH:15][CH:16]=5)=[N:22][N:21]=4)[CH:25]=3)=[CH:39][C:34]=2[O:33][CH2:32]1.